This data is from Reaction yield outcomes from USPTO patents with 853,638 reactions. The task is: Predict the reaction yield, written as a fraction of the theoretical maximum amount of product (1.0 means a 100% yield; for example, 0.34 means a 34% yield). The reactants are [F:1][C:2]([F:15])([F:14])[C:3](=O)[CH2:4][C:5]([C:7]1[CH:12]=[CH:11][CH:10]=[CH:9][N:8]=1)=O.[NH2:16][C:17]1[NH:21][N:20]=[C:19]([C:22]([OH:24])=[O:23])[CH:18]=1. The catalyst is C(O)(=O)C. The product is [N:8]1[CH:9]=[CH:10][CH:11]=[CH:12][C:7]=1[C:5]1[CH:4]=[C:3]([C:2]([F:15])([F:14])[F:1])[N:21]2[N:20]=[C:19]([C:22]([OH:24])=[O:23])[CH:18]=[C:17]2[N:16]=1. The yield is 0.710.